The task is: Predict which catalyst facilitates the given reaction.. This data is from Catalyst prediction with 721,799 reactions and 888 catalyst types from USPTO. (1) Reactant: Br[C:2]1[CH:3]=[CH:4][C:5]([C:8]([NH:10][C@@H:11]([C:22]2[CH:27]=[CH:26][C:25]([C:28]([F:31])([F:30])[F:29])=[CH:24][CH:23]=2)[C:12]2[C:17]([C:18]([F:21])([F:20])[F:19])=[CH:16][CH:15]=[CH:14][N:13]=2)=[O:9])=[N:6][CH:7]=1.[CH3:32][N:33](C=O)C. Product: [C:32]([C:2]1[CH:3]=[CH:4][C:5]([C:8]([NH:10][C@@H:11]([C:22]2[CH:23]=[CH:24][C:25]([C:28]([F:31])([F:30])[F:29])=[CH:26][CH:27]=2)[C:12]2[C:17]([C:18]([F:21])([F:20])[F:19])=[CH:16][CH:15]=[CH:14][N:13]=2)=[O:9])=[N:6][CH:7]=1)#[N:33]. The catalyst class is: 267. (2) Reactant: [CH3:1][NH:2][CH:3]([CH2:5]/[CH:6]=[CH:7]/[C:8]1[CH:9]=[N:10][C:11]([OH:14])=[CH:12][CH:13]=1)[CH3:4].[C:15]([OH:20])(=[O:19])[C:16]([OH:18])=[O:17].CC(O)C. Product: [C:15]([OH:20])(=[O:19])[C:16]([OH:18])=[O:17].[CH3:1][NH:2][CH:3]([CH2:5]/[CH:6]=[CH:7]/[C:8]1[CH:9]=[N:10][C:11]([OH:14])=[CH:12][CH:13]=1)[CH3:4]. The catalyst class is: 8. (3) Reactant: [C:1]([O:5][C:6]([N:8]1[CH2:12][CH2:11][CH2:10][C@@H:9]1CNCC(C)=CC1C=CC=CC=1)=[O:7])([CH3:4])([CH3:3])[CH3:2].C(OC(N1CCC[C@@H]1CC(O)=O)=O)(C)(C)C.COC1C=C(C=C(OC)C=1OC)C(O)=O.CN(CCCN=C=NCC)C.ON1C2C=CC=CC=2N=N1. Product: [C:1]([O:5][C:6]([N:8]1[CH2:12][CH2:11][CH2:10][CH2:9]1)=[O:7])([CH3:4])([CH3:2])[CH3:3]. The catalyst class is: 347. (4) Reactant: [NH2:1][C:2]([CH3:6])([CH3:5])[CH2:3][OH:4].[CH2:7]1[O:10][CH:8]1[CH3:9]. Product: [OH:10][CH:8]([CH3:9])[CH2:7][NH:1][C:2]([CH3:6])([CH3:5])[CH2:3][OH:4]. The catalyst class is: 6. (5) Reactant: [Cl:1][C:2]1[CH:3]=[CH:4][C:5]([O:48][CH3:49])=[C:6]([CH:47]=1)[C:7]([NH:9][C:10]1[C:11]([C:24]2[N:28](CC3C=CC(OC)=CC=3)[C:27](=[O:38])[N:26]([CH2:39][CH2:40][N:41]3[CH2:46][CH2:45][O:44][CH2:43][CH2:42]3)[N:25]=2)=[N:12][N:13](CC2C=CC(OC)=CC=2)[CH:14]=1)=[O:8].C1(OC)C=CC=CC=1. Product: [ClH:1].[Cl:1][C:2]1[CH:3]=[CH:4][C:5]([O:48][CH3:49])=[C:6]([CH:47]=1)[C:7]([NH:9][C:10]1[C:11]([C:24]2[NH:28][C:27](=[O:38])[N:26]([CH2:39][CH2:40][N:41]3[CH2:46][CH2:45][O:44][CH2:43][CH2:42]3)[N:25]=2)=[N:12][NH:13][CH:14]=1)=[O:8]. The catalyst class is: 67. (6) The catalyst class is: 58. Reactant: F[C:2]1[CH:9]=[CH:8][C:7]([O:10][CH3:11])=[CH:6][C:3]=1[CH:4]=[O:5].[Cl:12][C:13]1[CH:14]=[N:15][NH:16][CH:17]=1.C([O-])([O-])=O.[K+].[K+]. Product: [Cl:12][C:13]1[CH:14]=[N:15][N:16]([C:2]2[CH:9]=[CH:8][C:7]([O:10][CH3:11])=[CH:6][C:3]=2[CH:4]=[O:5])[CH:17]=1. (7) Reactant: [O:1]1[CH2:6][CH2:5][CH:4]=[C:3]([C:7]2[CH:20]=[C:19]([F:21])[C:18]3[O:17][C:16]4[C:11](=[CH:12][C:13]([OH:22])=[CH:14][CH:15]=4)[C@:10]4([N:27]=[C:26]([NH:28][C:29](=[O:35])[O:30][C:31]([CH3:34])([CH3:33])[CH3:32])[CH2:25][O:24][CH2:23]4)[C:9]=3[CH:8]=2)[CH2:2]1.[F:36][C:37]([F:56])([F:55])[S:38](N(C1C=CC=CC=1)[S:38]([C:37]([F:56])([F:55])[F:36])(=[O:40])=[O:39])(=[O:40])=[O:39]. Product: [F:36][C:37]([F:56])([F:55])[S:38]([O:22][C:13]1[CH:12]=[C:11]2[C:16]([O:17][C:18]3[C:19]([F:21])=[CH:20][C:7]([C:3]4[CH2:2][O:1][CH2:6][CH2:5][CH:4]=4)=[CH:8][C:9]=3[C@:10]32[N:27]=[C:26]([NH:28][C:29]([O:30][C:31]([CH3:32])([CH3:34])[CH3:33])=[O:35])[CH2:25][O:24][CH2:23]3)=[CH:15][CH:14]=1)(=[O:40])=[O:39]. The catalyst class is: 2.